Dataset: Catalyst prediction with 721,799 reactions and 888 catalyst types from USPTO. Task: Predict which catalyst facilitates the given reaction. Reactant: [S:1]1[C:5]2=[N:6][CH:7]=[CH:8][CH:9]=[C:4]2[CH:3]=[C:2]1[CH:10]=[N:11][S:12]([C:15]1[CH:25]=[CH:24][C:18]2[O:19][CH2:20][CH2:21][CH2:22][O:23][C:17]=2[CH:16]=1)(=[O:14])=[O:13].Br[Mg][C:28]1[CH:33]=[CH:32][CH:31]=[CH:30][CH:29]=1. Product: [C:28]1([CH:10]([C:2]2[S:1][C:5]3=[N:6][CH:7]=[CH:8][CH:9]=[C:4]3[CH:3]=2)[NH:11][S:12]([C:15]2[CH:25]=[CH:24][C:18]3[O:19][CH2:20][CH2:21][CH2:22][O:23][C:17]=3[CH:16]=2)(=[O:14])=[O:13])[CH:33]=[CH:32][CH:31]=[CH:30][CH:29]=1. The catalyst class is: 7.